This data is from Full USPTO retrosynthesis dataset with 1.9M reactions from patents (1976-2016). The task is: Predict the reactants needed to synthesize the given product. The reactants are: [Cl:1][C:2]1[CH:30]=[CH:29][C:5]([CH2:6][C:7]2[NH:8][C:9]([C:22]3[CH:27]=[CH:26][CH:25]=[C:24]([CH3:28])[N:23]=3)=[C:10]([C:12]3[CH:13]=[C:14]4[C:19](=[CH:20][CH:21]=3)[N:18]=[CH:17][CH:16]=[CH:15]4)[N:11]=2)=[CH:4][C:3]=1[N+:31]([O-])=O.Cl[Sn]Cl. Given the product [Cl:1][C:2]1[CH:30]=[CH:29][C:5]([CH2:6][C:7]2[NH:8][C:9]([C:22]3[CH:27]=[CH:26][CH:25]=[C:24]([CH3:28])[N:23]=3)=[C:10]([C:12]3[CH:13]=[C:14]4[C:19](=[CH:20][CH:21]=3)[N:18]=[CH:17][CH:16]=[CH:15]4)[N:11]=2)=[CH:4][C:3]=1[NH2:31], predict the reactants needed to synthesize it.